Dataset: Forward reaction prediction with 1.9M reactions from USPTO patents (1976-2016). Task: Predict the product of the given reaction. (1) Given the reactants [Br:1][C:2]1[CH:3]=[C:4]2[C:9](=[CH:10][CH:11]=1)[C:8](=[O:12])[NH:7][CH:6]=[CH:5]2.C(=O)([O-])[O-].[Cs+].[Cs+].Br[CH2:20][C:21]([CH3:25])([CH3:24])[CH2:22][OH:23].[I-].[Na+], predict the reaction product. The product is: [Br:1][C:2]1[CH:3]=[C:4]2[C:9](=[CH:10][CH:11]=1)[C:8](=[O:12])[N:7]([CH2:20][C:21]([CH3:25])([CH3:24])[CH2:22][OH:23])[CH:6]=[CH:5]2. (2) Given the reactants [CH3:1][N:2]([CH:4]=[O:5])C.[C:6](Cl)(=O)[C:7](Cl)=O.[CH3:12][N:13]1[CH2:18][CH2:17][O:16][CH2:15][CH2:14]1.NC1[CH:21]=[C:22]([CH:26]=[CH:27][C:28]=1[O:29][C:30]([F:33])([F:32])[F:31])[C:23]([OH:25])=[O:24].Cl, predict the reaction product. The product is: [N:13]1([C:12]2([C:4]([NH:2][C:1]3[CH:21]=[C:22]([CH:26]=[CH:27][C:28]=3[O:29][C:30]([F:31])([F:32])[F:33])[C:23]([OH:25])=[O:24])=[O:5])[CH2:7][CH2:6]2)[CH2:18][CH2:17][O:16][CH2:15][CH2:14]1. (3) Given the reactants [NH2:1][C:2]1[CH:7]=[CH:6][CH:5]=[CH:4][N:3]=1.[CH3:8][C:9]1[CH:16]=[CH:15][C:12]([CH:13]=O)=[CH:11][CH:10]=1.[Cl:17][C:18]1[CH:19]=[C:20]([CH:24]=[CH:25][CH:26]=1)[CH2:21][N+:22]#[C-:23].C(O)(=O)C, predict the reaction product. The product is: [Cl:17][C:18]1[CH:19]=[C:20]([CH:24]=[CH:25][CH:26]=1)[CH2:21][NH:22][C:23]1[N:3]2[CH:4]=[CH:5][CH:6]=[CH:7][C:2]2=[N:1][C:13]=1[C:12]1[CH:15]=[CH:16][C:9]([CH3:8])=[CH:10][CH:11]=1. (4) Given the reactants Cl[C:2]1[C:3]2[N:10]([CH3:11])[CH:9]=[CH:8][C:4]=2[N:5]=[CH:6][N:7]=1.[NH2:12][C:13]1[CH:29]=[CH:28][C:16]([O:17][C:18]2[CH:26]=[CH:25][CH:24]=[C:23]3[C:19]=2[CH2:20][C:21](=[O:27])[NH:22]3)=[C:15]([Cl:30])[CH:14]=1.Cl.N1C=CC=CC=1.C(=O)([O-])O.[Na+], predict the reaction product. The product is: [Cl:30][C:15]1[CH:14]=[C:13]([NH:12][C:2]2[C:3]3[N:10]([CH3:11])[CH:9]=[CH:8][C:4]=3[N:5]=[CH:6][N:7]=2)[CH:29]=[CH:28][C:16]=1[O:17][C:18]1[CH:26]=[CH:25][CH:24]=[C:23]2[C:19]=1[CH2:20][C:21](=[O:27])[NH:22]2. (5) Given the reactants [CH3:1][S:2]([C:5]1[CH:6]=[CH:7][C:8]([C@@H:11]([OH:21])[C@H:12]([NH:15][C:16]([CH:18]([Cl:20])[Cl:19])=[O:17])[CH2:13][OH:14])=[CH:9][CH:10]=1)(=[O:4])=[O:3].[CH2:22]([O:24]C(=O)OCC)C.C(=O)([O-])[O-].[K+].[K+], predict the reaction product. The product is: [Cl:19][CH:18]([Cl:20])[C:16]([N:15]1[C@H:12]([CH2:13][OH:14])[C@@H:11]([C:8]2[CH:7]=[CH:6][C:5]([S:2]([CH3:1])(=[O:3])=[O:4])=[CH:10][CH:9]=2)[O:21][C:22]1=[O:24])=[O:17].